Dataset: Forward reaction prediction with 1.9M reactions from USPTO patents (1976-2016). Task: Predict the product of the given reaction. Given the reactants [CH3:1][C:2]1[C:6]2[CH:7]=[CH:8][C:9]([O:11][CH2:12][CH2:13][CH2:14][O:15][C:16]3[CH:17]=[C:18]4[C:22](=[CH:23][CH:24]=3)[C@H:21]([CH2:25][C:26]([O:28]CC)=[O:27])[CH2:20][CH2:19]4)=[CH:10][C:5]=2[O:4][CH:3]=1.O[Li].O, predict the reaction product. The product is: [CH3:1][C:2]1[C:6]2[CH:7]=[CH:8][C:9]([O:11][CH2:12][CH2:13][CH2:14][O:15][C:16]3[CH:17]=[C:18]4[C:22](=[CH:23][CH:24]=3)[C@H:21]([CH2:25][C:26]([OH:28])=[O:27])[CH2:20][CH2:19]4)=[CH:10][C:5]=2[O:4][CH:3]=1.